This data is from Forward reaction prediction with 1.9M reactions from USPTO patents (1976-2016). The task is: Predict the product of the given reaction. (1) Given the reactants [CH2:1]([O:3][C:4]([C:6]1[N:7]([C:29]2[CH:34]=[CH:33][C:32]([O:35][CH:36]3[CH2:40][CH2:39][CH2:38][CH2:37]3)=[CH:31][CH:30]=2)[C:8]2[C:13]([C:14]=1[CH:15]=[CH:16][C:17]#[N:18])=[CH:12][C:11]([C:19]1[CH:24]=[CH:23][C:22]([C:25]([F:28])([F:27])[F:26])=[CH:21][CH:20]=1)=[CH:10][CH:9]=2)=[O:5])[CH3:2], predict the reaction product. The product is: [CH2:1]([O:3][C:4]([C:6]1[N:7]([C:29]2[CH:34]=[CH:33][C:32]([O:35][CH:36]3[CH2:37][CH2:38][CH2:39][CH2:40]3)=[CH:31][CH:30]=2)[C:8]2[C:13]([C:14]=1[CH2:15][CH2:16][C:17]#[N:18])=[CH:12][C:11]([C:19]1[CH:24]=[CH:23][C:22]([C:25]([F:28])([F:26])[F:27])=[CH:21][CH:20]=1)=[CH:10][CH:9]=2)=[O:5])[CH3:2]. (2) Given the reactants C(OC([N:8]1[CH:12]=[C:11]([C:13]2[C:14]3[S:20][CH:19]=[C:18]([Br:21])[C:15]=3[S:16][CH:17]=2)[N:10]=[C:9]1[C@@H:22]1[CH2:26][CH2:25][CH2:24][N:23]1C(OC(C)(C)C)=O)=O)(C)(C)C.Cl.BrC1SC2=NC(N)=CN2C=1, predict the reaction product. The product is: [Br:21][C:18]1[C:15]2[S:16][CH:17]=[C:13]([C:11]3[N:10]=[C:9]([C@@H:22]4[CH2:26][CH2:25][CH2:24][NH:23]4)[NH:8][CH:12]=3)[C:14]=2[S:20][CH:19]=1. (3) Given the reactants [F:1][C:2]1[CH:7]=[CH:6][CH:5]=[C:4]([F:8])[C:3]=1[N:9]1[C:17]2[CH:16]=[CH:15][NH:14][C:13](=[O:18])[C:12]=2[C:11]([C:19]2[CH:20]=[C:21]([C:24](O)=[O:25])[S:22][CH:23]=2)=[N:10]1.CC[N:29]=C=NCCCN(C)C.Cl, predict the reaction product. The product is: [F:8][C:4]1[CH:5]=[CH:6][CH:7]=[C:2]([F:1])[C:3]=1[N:9]1[C:17]2[CH:16]=[CH:15][NH:14][C:13](=[O:18])[C:12]=2[C:11]([C:19]2[CH:20]=[C:21]([C:24]([NH2:29])=[O:25])[S:22][CH:23]=2)=[N:10]1. (4) Given the reactants [NH2:1][C:2]1[N:7]=[CH:6][C:5]([C:8]2[N:13]=[C:12]([N:14]3[CH2:18][CH2:17][C:16]([F:20])([F:19])[CH2:15]3)[N:11]=[C:10]([CH:21]3[CH2:24][C:23](=O)[CH2:22]3)[CH:9]=2)=[CH:4][C:3]=1[O:26][CH:27]([F:29])[F:28].[NH:30]1[CH2:35][CH2:34][O:33][CH2:32][CH2:31]1.C(O)(=O)C.C(O[BH-](OC(=O)C)OC(=O)C)(=O)C.[Na+], predict the reaction product. The product is: [F:29][CH:27]([F:28])[O:26][C:3]1[C:2]([NH2:1])=[N:7][CH:6]=[C:5]([C:8]2[CH:9]=[C:10]([C@H:21]3[CH2:24][C@@H:23]([N:30]4[CH2:35][CH2:34][O:33][CH2:32][CH2:31]4)[CH2:22]3)[N:11]=[C:12]([N:14]3[CH2:18][CH2:17][C:16]([F:19])([F:20])[CH2:15]3)[N:13]=2)[CH:4]=1. (5) Given the reactants Cl[C:2]1[CH:7]=[CH:6][N:5]=[C:4]2[CH:8]=[CH:9][S:10][C:3]=12.[OH:11][C:12]1[CH:13]=[CH:14][C:15]2[C:19]([C:20]([O-:22])=[O:21])=[C:18]([CH3:23])[S:17][C:16]=2[CH:24]=1.C([O-])([O-])=O.[Cs+].[Cs+], predict the reaction product. The product is: [CH3:23][C:18]1[S:17][C:16]2[CH:24]=[C:12]([O:11][C:2]3[CH:7]=[CH:6][N:5]=[C:4]4[CH:8]=[CH:9][S:10][C:3]=34)[CH:13]=[CH:14][C:15]=2[C:19]=1[C:20]([OH:22])=[O:21]. (6) Given the reactants [CH:1]([N:3]([CH3:6])[CH2:4][OH:5])=O.[Cl:7][C:8]1[C:12]([Cl:13])=[C:11]([C:14]([NH2:16])=[O:15])[S:10][N:9]=1.C(O)(=O)C.S(=O)(=O)(O)O, predict the reaction product. The product is: [CH:4]([N:3]([CH2:1][NH:16][C:14]([C:11]1[S:10][N:9]=[C:8]([Cl:7])[C:12]=1[Cl:13])=[O:15])[CH3:6])=[O:5]. (7) Given the reactants [CH3:1][N:2]([C:11]1[CH:12]=[CH:13][CH:14]=[C:15]2[C:19]=1[NH:18][C:17]([C:20]1[S:21][C:22]3([CH2:29][CH2:28][NH:27][CH2:26][CH2:25]3)[CH2:23][N:24]=1)=[CH:16]2)[S:3]([C:6]1[S:7][CH:8]=[CH:9][CH:10]=1)(=[O:5])=[O:4].N1C=CC=CC=1.[O:36]1CC[CH2:38][CH2:37]1.C(OC(=O)C)(=O)C, predict the reaction product. The product is: [C:37]([N:27]1[CH2:28][CH2:29][C:22]2([S:21][C:20]([C:17]3[NH:18][C:19]4[C:15]([CH:16]=3)=[CH:14][CH:13]=[CH:12][C:11]=4[N:2]([CH3:1])[S:3]([C:6]3[S:7][CH:8]=[CH:9][CH:10]=3)(=[O:4])=[O:5])=[N:24][CH2:23]2)[CH2:25][CH2:26]1)(=[O:36])[CH3:38]. (8) Given the reactants [O:1]1CCC[CH2:2]1.Br[C:7]1[CH:21]=[CH:20][C:10]([CH2:11][O:12][C:13]2[C:18]([F:19])=[CH:17][CH:16]=[CH:15][N:14]=2)=[CH:9][CH:8]=1.C([Li])CCC.CN(C)C=O, predict the reaction product. The product is: [F:19][C:18]1[C:13]([O:12][CH2:11][C:10]2[CH:20]=[CH:21][C:7]([CH:2]=[O:1])=[CH:8][CH:9]=2)=[N:14][CH:15]=[CH:16][CH:17]=1.